Dataset: Full USPTO retrosynthesis dataset with 1.9M reactions from patents (1976-2016). Task: Predict the reactants needed to synthesize the given product. (1) Given the product [CH2:1]([O:3][C:4]([C:6]1[N:7]([C:22]2[CH:27]=[CH:26][C:25]([CH3:28])=[CH:24][CH:23]=2)[N:8]=[C:9]([C:11]([CH3:13])([CH3:12])[CH3:14])[CH:10]=1)=[O:5])[CH3:2], predict the reactants needed to synthesize it. The reactants are: [CH2:1]([O:3][C:4]([C:6]1[NH:7][N:8]=[C:9]([C:11]([CH3:14])([CH3:13])[CH3:12])[CH:10]=1)=[O:5])[CH3:2].N1C=CC=CC=1.B(O)(O)[C:22]1[CH:23]=[CH:24][C:25]([CH3:28])=[CH:26][CH:27]=1. (2) Given the product [CH3:1][O:2][C:3](=[O:25])[C:4]([NH:7][C:8]([C:10]1[CH:19]=[CH:18][C:17]2[C:12](=[CH:13][CH:14]=[CH:15][C:16]=2[F:20])[C:11]=1[OH:21])=[O:9])([CH3:6])[CH3:5], predict the reactants needed to synthesize it. The reactants are: [CH3:1][O:2][C:3](=[O:25])[C:4]([NH:7][C:8]([C:10]1[CH:19]=[CH:18][C:17]2[C:12](=[CH:13][CH:14]=[CH:15][C:16]=2[F:20])[C:11]=1[O:21]COC)=[O:9])([CH3:6])[CH3:5].B(Cl)(Cl)Cl. (3) Given the product [C:66]([CH2:67][CH2:68][CH2:69][N:9]([CH3:8])[C@H:10]([C:14]([NH:16][C@H:17]([C:21]([N:23]([C@@H:25]([C@@H:62]([CH3:65])[CH2:63][CH3:64])[C@H:26]([O:60][CH3:61])[CH2:27][C:28]([N:30]1[CH2:34][CH2:33][CH2:32][C@H:31]1[C@H:35]([O:58][CH3:59])[C@@H:36]([CH3:57])[C:37]([NH:39][C@@H:40]([CH2:50][C:51]1[CH:56]=[CH:55][CH:54]=[CH:53][CH:52]=1)[CH2:41][O:42][CH2:43][C:44]1[CH:45]=[CH:46][CH:47]=[CH:48][CH:49]=1)=[O:38])=[O:29])[CH3:24])=[O:22])[CH:18]([CH3:19])[CH3:20])=[O:15])[CH:11]([CH3:13])[CH3:12])([OH:72])=[O:71], predict the reactants needed to synthesize it. The reactants are: FC(F)(F)C(O)=O.[CH3:8][NH:9][C@H:10]([C:14]([NH:16][C@H:17]([C:21]([N:23]([C@@H:25]([C@@H:62]([CH3:65])[CH2:63][CH3:64])[C@H:26]([O:60][CH3:61])[CH2:27][C:28]([N:30]1[CH2:34][CH2:33][CH2:32][C@H:31]1[C@H:35]([O:58][CH3:59])[C@@H:36]([CH3:57])[C:37]([NH:39][C@@H:40]([CH2:50][C:51]1[CH:56]=[CH:55][CH:54]=[CH:53][CH:52]=1)[CH2:41][O:42][CH2:43][C:44]1[CH:49]=[CH:48][CH:47]=[CH:46][CH:45]=1)=[O:38])=[O:29])[CH3:24])=[O:22])[CH:18]([CH3:20])[CH3:19])=[O:15])[CH:11]([CH3:13])[CH3:12].[C:66]([OH:72])(=[O:71])[CH2:67][CH2:68][CH:69]=O.C([BH3-])#N.[Na+].Cl.